This data is from Full USPTO retrosynthesis dataset with 1.9M reactions from patents (1976-2016). The task is: Predict the reactants needed to synthesize the given product. (1) Given the product [C:13]([OH:15])(=[O:14])[CH2:12][CH2:11][NH:10][C:5](=[O:6])[C@H:7]([C:2]([CH2:3][OH:4])([CH3:9])[CH3:1])[OH:8], predict the reactants needed to synthesize it. The reactants are: [CH3:1][C:2]1([CH3:9])[C@@H:7]([OH:8])[C:5](=[O:6])[O:4][CH2:3]1.[NH2:10][CH2:11][CH2:12][C:13]([OH:15])=[O:14]. (2) Given the product [CH3:2][N:3]([CH3:10])[CH2:4][CH:5]=[CH:6][C:7]([N:48]1[CH2:49][CH2:50][CH2:51][CH:47]1[C:44]1[CH:45]=[CH:46][C:41]([NH:40][CH:39]=[C:30]2[C:29]3[C:34](=[CH:35][CH:36]=[C:27]([I:26])[CH:28]=3)[C:33](=[O:37])[NH:32][C:31]2=[O:38])=[CH:42][CH:43]=1)=[O:8], predict the reactants needed to synthesize it. The reactants are: Cl.[CH3:2][N:3]([CH3:10])[CH2:4][CH:5]=[CH:6][C:7](O)=[O:8].CCN(CC)CC.C(OC(Cl)=O)C(C)C.[I:26][C:27]1[CH:28]=[C:29]2[C:34](=[CH:35][CH:36]=1)[C:33](=[O:37])[NH:32][C:31](=[O:38])[C:30]2=[CH:39][NH:40][C:41]1[CH:46]=[CH:45][C:44]([CH:47]2[CH2:51][CH2:50][CH2:49][NH:48]2)=[CH:43][CH:42]=1. (3) The reactants are: [F:1][C:2]1[C:10]2[C:9]([NH2:11])=[CH:8][C:7]([Sn](C)(C)C)=[CH:6][C:5]=2[N:4]([S:16]([C:19]2[CH:24]=[CH:23][CH:22]=[CH:21][CH:20]=2)(=[O:18])=[O:17])[N:3]=1.Br[C:26]1[CH:34]=[C:33]([F:35])[CH:32]=[C:31]2[C:27]=1[CH:28]=[CH:29][N:30]2[S:36]([C:39]1[CH:44]=[CH:43][C:42]([N+:45]([O-:47])=[O:46])=[CH:41][CH:40]=1)(=[O:38])=[O:37]. Given the product [F:1][C:2]1[C:10]2[C:9]([NH2:11])=[CH:8][C:7]([C:26]3[CH:34]=[C:33]([F:35])[CH:32]=[C:31]4[C:27]=3[CH:28]=[CH:29][N:30]4[S:36]([C:39]3[CH:40]=[CH:41][C:42]([N+:45]([O-:47])=[O:46])=[CH:43][CH:44]=3)(=[O:37])=[O:38])=[CH:6][C:5]=2[N:4]([S:16]([C:19]2[CH:24]=[CH:23][CH:22]=[CH:21][CH:20]=2)(=[O:18])=[O:17])[N:3]=1, predict the reactants needed to synthesize it. (4) Given the product [CH3:12][N:11]1[C:7]([C:4]2[CH:3]=[N:2][NH:6][C:5]=2[NH2:15])=[CH:8][CH:9]=[N:10]1, predict the reactants needed to synthesize it. The reactants are: C[N:2](C)[CH:3]=[C:4]([C:7]1[N:11]([CH3:12])[N:10]=[CH:9][CH:8]=1)[C:5]#[N:6].O.[NH2:15]N. (5) Given the product [F:13][C:2]([F:1])([F:12])[C:3]1[N:4]([CH2:17][CH2:18][CH2:19][CH2:20][B:21]([OH:23])[OH:22])[C:5]2[CH:11]=[CH:10][CH:9]=[CH:8][C:6]=2[N:7]=1, predict the reactants needed to synthesize it. The reactants are: [F:1][C:2]([F:13])([F:12])[C:3]1[NH:4][C:5]2[CH:11]=[CH:10][CH:9]=[CH:8][C:6]=2[N:7]=1.[H-].[Na+].Br[CH2:17][CH2:18][CH2:19][CH2:20][B:21]([OH:23])[OH:22].